This data is from Forward reaction prediction with 1.9M reactions from USPTO patents (1976-2016). The task is: Predict the product of the given reaction. Given the reactants F[C:2]1[CH:9]=[CH:8][C:5]([CH:6]=[O:7])=[CH:4][CH:3]=1.[Cl:10][C:11]1[CH:12]=[C:13]([OH:18])[CH:14]=[CH:15][C:16]=1[F:17], predict the reaction product. The product is: [Cl:10][C:11]1[CH:12]=[C:13]([CH:14]=[CH:15][C:16]=1[F:17])[O:18][C:2]1[CH:9]=[CH:8][C:5]([CH:6]=[O:7])=[CH:4][CH:3]=1.